From a dataset of Merck oncology drug combination screen with 23,052 pairs across 39 cell lines. Regression. Given two drug SMILES strings and cell line genomic features, predict the synergy score measuring deviation from expected non-interaction effect. (1) Drug 1: O=C(O)C1(Cc2cccc(Nc3nccs3)n2)CCC(Oc2cccc(Cl)c2F)CC1. Drug 2: CCC1(O)C(=O)OCc2c1cc1n(c2=O)Cc2cc3c(CN(C)C)c(O)ccc3nc2-1. Cell line: ZR751. Synergy scores: synergy=-1.07. (2) Drug 1: CN1C(=O)C=CC2(C)C3CCC4(C)C(NC(=O)OCC(F)(F)F)CCC4C3CCC12. Drug 2: CC1(c2nc3c(C(N)=O)cccc3[nH]2)CCCN1. Cell line: SKMES1. Synergy scores: synergy=7.48. (3) Drug 1: COC12C(COC(N)=O)C3=C(C(=O)C(C)=C(N)C3=O)N1CC1NC12. Drug 2: CS(=O)(=O)CCNCc1ccc(-c2ccc3ncnc(Nc4ccc(OCc5cccc(F)c5)c(Cl)c4)c3c2)o1. Cell line: A2780. Synergy scores: synergy=12.6. (4) Drug 1: CN1C(=O)C=CC2(C)C3CCC4(C)C(NC(=O)OCC(F)(F)F)CCC4C3CCC12. Drug 2: COC1CC2CCC(C)C(O)(O2)C(=O)C(=O)N2CCCCC2C(=O)OC(C(C)CC2CCC(OP(C)(C)=O)C(OC)C2)CC(=O)C(C)C=C(C)C(O)C(OC)C(=O)C(C)CC(C)C=CC=CC=C1C. Cell line: ZR751. Synergy scores: synergy=30.6. (5) Drug 1: NC(=O)c1cccc2cn(-c3ccc(C4CCCNC4)cc3)nc12. Drug 2: Cn1cc(-c2cnn3c(N)c(Br)c(C4CCCNC4)nc23)cn1. Cell line: MSTO. Synergy scores: synergy=11.1. (6) Drug 1: NC1(c2ccc(-c3nc4ccn5c(=O)[nH]nc5c4cc3-c3ccccc3)cc2)CCC1. Drug 2: CCC1(O)C(=O)OCc2c1cc1n(c2=O)Cc2cc3c(CN(C)C)c(O)ccc3nc2-1. Cell line: NCIH1650. Synergy scores: synergy=17.6. (7) Drug 1: Cn1c(=O)n(-c2ccc(C(C)(C)C#N)cc2)c2c3cc(-c4cnc5ccccc5c4)ccc3ncc21. Drug 2: NC1CCCCC1N.O=C(O)C(=O)O.[Pt+2]. Cell line: MDAMB436. Synergy scores: synergy=21.5. (8) Drug 1: O=C(CCCCCCC(=O)Nc1ccccc1)NO. Drug 2: CCc1cnn2c(NCc3ccc[n+]([O-])c3)cc(N3CCCCC3CCO)nc12. Cell line: OV90. Synergy scores: synergy=-38.8. (9) Drug 1: COc1cc(C2c3cc4c(cc3C(OC3OC5COC(C)OC5C(O)C3O)C3COC(=O)C23)OCO4)cc(OC)c1O. Drug 2: Cn1c(=O)n(-c2ccc(C(C)(C)C#N)cc2)c2c3cc(-c4cnc5ccccc5c4)ccc3ncc21. Cell line: A427. Synergy scores: synergy=9.19. (10) Drug 1: O=C(CCCCCCC(=O)Nc1ccccc1)NO. Drug 2: NC1(c2ccc(-c3nc4ccn5c(=O)[nH]nc5c4cc3-c3ccccc3)cc2)CCC1. Cell line: OCUBM. Synergy scores: synergy=-6.88.